This data is from Catalyst prediction with 721,799 reactions and 888 catalyst types from USPTO. The task is: Predict which catalyst facilitates the given reaction. (1) Reactant: [CH3:1][C:2]([CH3:23])([CH3:22])[CH2:3][CH:4]1[CH2:7][CH:6]([C:8]2[O:12][N:11]=[C:10]([CH2:13][CH2:14][C:15]([O:17][C:18]([CH3:21])([CH3:20])[CH3:19])=[O:16])[CH:9]=2)[CH2:5]1.CN(C=O)C.[Br:29]N1C(=O)CCC1=O. Product: [Br:29][C:9]1[C:10]([CH2:13][CH2:14][C:15]([O:17][C:18]([CH3:21])([CH3:20])[CH3:19])=[O:16])=[N:11][O:12][C:8]=1[CH:6]1[CH2:7][CH:4]([CH2:3][C:2]([CH3:23])([CH3:22])[CH3:1])[CH2:5]1. The catalyst class is: 6. (2) Reactant: [NH2:1][C@H:2]1[CH2:7][CH2:6][C@H:5]([C:8]2[CH:13]=[CH:12][C:11]([OH:14])=[CH:10][CH:9]=2)[CH2:4][CH2:3]1.[CH4:15]. Product: [CH3:15][N:1]([CH2:10][CH2:9][CH2:8][C:5]1[CH:6]=[CH:7][CH:2]=[CH:3][CH:4]=1)[CH:2]1[CH2:3][CH2:4][CH:5]([C:8]2[CH:9]=[CH:10][C:11]([OH:14])=[CH:12][CH:13]=2)[CH2:6][CH2:7]1. The catalyst class is: 6. (3) Reactant: [Cl:1][C:2]1[CH:3]=[N:4][C:5]2[C:10]([CH:11]=1)=[CH:9][C:8]([CH2:12][C:13]1[CH:14]=[C:15]([CH:19]=[CH:20][N:21]=1)[C:16]([OH:18])=O)=[CH:7][CH:6]=2.[NH2:22][CH2:23][C:24]1[CH:25]=[CH:26][C:27]([N:31]([CH3:33])[CH3:32])=[N:28][C:29]=1[CH3:30].CN(C(ON1N=NC2C=CC=NC1=2)=[N+](C)C)C.F[P-](F)(F)(F)(F)F.CCN(CC)CC. The catalyst class is: 3. Product: [Cl:1][C:2]1[CH:3]=[N:4][C:5]2[C:10]([CH:11]=1)=[CH:9][C:8]([CH2:12][C:13]1[CH:14]=[C:15]([CH:19]=[CH:20][N:21]=1)[C:16]([NH:22][CH2:23][C:24]1[C:29]([CH3:30])=[N:28][C:27]([N:31]([CH3:33])[CH3:32])=[CH:26][CH:25]=1)=[O:18])=[CH:7][CH:6]=2. (4) Reactant: Br[CH2:2][CH:3]1[CH2:5][CH2:4]1.C(=O)([O-])[O-].[K+].[K+].[OH:12][C:13]1[C:14]([N+:25]([O-:27])=[O:26])=[C:15]([CH:20]=[CH:21][C:22]=1[O:23][CH3:24])[C:16]([O:18][CH3:19])=[O:17]. Product: [CH:5]1([CH2:4][O:12][C:13]2[C:14]([N+:25]([O-:27])=[O:26])=[C:15]([CH:20]=[CH:21][C:22]=2[O:23][CH3:24])[C:16]([O:18][CH3:19])=[O:17])[CH2:3][CH2:2]1. The catalyst class is: 9. (5) Reactant: [NH2:1][C:2]1[CH:7]=[CH:6][C:5]([C:8]2[C:16]3[C:11](=[N:12][CH:13]=[N:14][C:15]=3[NH2:17])[N:10]([CH:18]3[CH2:23][CH2:22][N:21]([CH:24]4[CH2:29][CH2:28][N:27]([CH3:30])[CH2:26][CH2:25]4)[CH2:20][CH2:19]3)[N:9]=2)=[CH:4][C:3]=1[O:31][CH3:32].[C:33]1([C@H:39]([CH3:44])[CH2:40][C:41](Cl)=[O:42])[CH:38]=[CH:37][CH:36]=[CH:35][CH:34]=1.[OH-].[Na+]. Product: [OH-:31].[NH4+:1].[NH2:17][C:15]1[N:14]=[CH:13][N:12]=[C:11]2[N:10]([CH:18]3[CH2:23][CH2:22][N:21]([CH:24]4[CH2:29][CH2:28][N:27]([CH3:30])[CH2:26][CH2:25]4)[CH2:20][CH2:19]3)[N:9]=[C:8]([C:5]3[CH:6]=[CH:7][C:2]([NH:1][C:41](=[O:42])[CH2:40][C@H:39]([C:33]4[CH:38]=[CH:37][CH:36]=[CH:35][CH:34]=4)[CH3:44])=[C:3]([O:31][CH3:32])[CH:4]=3)[C:16]=12. The catalyst class is: 529. (6) Reactant: [H-].[Na+].Cl.[NH:4]1[C:8]([C:9](=[O:11])[CH3:10])=[CH:7][CH:6]=[N:5]1.[CH3:12][Si:13]([CH3:20])([CH3:19])[CH2:14][CH2:15][O:16][CH2:17]Cl. Product: [CH3:12][Si:13]([CH3:20])([CH3:19])[CH2:14][CH2:15][O:16][CH2:17][N:4]1[C:8]([C:9](=[O:11])[CH3:10])=[CH:7][CH:6]=[N:5]1. The catalyst class is: 1. (7) Reactant: [OH:1][C:2]1[CH:7]=[CH:6][C:5]([C:8]2([C:11]([N:13]3[CH2:17][CH2:16][C@@:15]4([C:21]5[CH:22]=[CH:23][CH:24]=[CH:25][C:20]=5[C:19](=[O:26])[O:18]4)[CH2:14]3)=[O:12])[CH2:10][CH2:9]2)=[CH:4][CH:3]=1.[N:27]([C:35](OC(C)C)=O)=NC(OC(C)C)=O.[C:54]1(P([C:54]2[CH:59]=[CH:58][CH:57]=[CH:56][CH:55]=2)[C:54]2[CH:59]=[CH:58][CH:57]=[CH:56][CH:55]=2)[CH:59]=[CH:58][CH:57]=[CH:56][CH:55]=1. Product: [N:27]1[CH:35]=[CH:55][CH:56]=[CH:57][C:58]=1[CH2:59][CH2:54][O:1][C:2]1[CH:7]=[CH:6][C:5]([C:8]2([C:11]([N:13]3[CH2:17][CH2:16][C@@:15]4([C:21]5[CH:22]=[CH:23][CH:24]=[CH:25][C:20]=5[C:19](=[O:26])[O:18]4)[CH2:14]3)=[O:12])[CH2:10][CH2:9]2)=[CH:4][CH:3]=1. The catalyst class is: 7.